From a dataset of Forward reaction prediction with 1.9M reactions from USPTO patents (1976-2016). Predict the product of the given reaction. (1) Given the reactants [ClH:1].[C:2]([C:5]1[C:10]([F:11])=[CH:9][C:8]([N:12]2[C:20]3[CH2:19][C:18]([CH3:22])([CH3:21])[CH2:17][C:16](=[O:23])[C:15]=3[C:14]([C:24]([F:27])([F:26])[F:25])=[CH:13]2)=[CH:7][C:6]=1[NH:28][CH:29]1[CH2:34][CH2:33][CH:32]([O:35][C:36](=[O:46])[CH2:37][NH:38]C(OC(C)(C)C)=O)[CH2:31][CH2:30]1)(=[O:4])[NH2:3], predict the reaction product. The product is: [ClH:1].[NH2:38][CH2:37][C:36]([O:35][C@H:32]1[CH2:31][CH2:30][C@H:29]([NH:28][C:6]2[CH:7]=[C:8]([N:12]3[C:20]4[CH2:19][C:18]([CH3:22])([CH3:21])[CH2:17][C:16](=[O:23])[C:15]=4[C:14]([C:24]([F:27])([F:25])[F:26])=[CH:13]3)[CH:9]=[C:10]([F:11])[C:5]=2[C:2](=[O:4])[NH2:3])[CH2:34][CH2:33]1)=[O:46]. (2) The product is: [Cl:1][C:2]1[CH:3]=[C:4]([CH2:5][NH:11][C:12]2([CH3:25])[CH2:13][CH2:14][N:15]([C:18]([O:20][C:21]([CH3:24])([CH3:23])[CH3:22])=[O:19])[CH2:16][CH2:17]2)[CH:7]=[CH:8][C:9]=1[Cl:10]. Given the reactants [Cl:1][C:2]1[CH:3]=[C:4]([CH:7]=[CH:8][C:9]=1[Cl:10])[CH:5]=O.[NH2:11][C:12]1([CH3:25])[CH2:17][CH2:16][N:15]([C:18]([O:20][C:21]([CH3:24])([CH3:23])[CH3:22])=[O:19])[CH2:14][CH2:13]1.[BH-](OC(C)=O)(OC(C)=O)OC(C)=O.[Na+], predict the reaction product. (3) Given the reactants [Br:1][C:2]1[CH:7]=[CH:6][C:5]([NH2:8])=[C:4]([F:9])[CH:3]=1.[F:10][C:11]1[CH:16]=[CH:15][C:14]([C:17]([F:20])([F:19])[F:18])=[CH:13][C:12]=1[N:21]=[C:22]=[O:23], predict the reaction product. The product is: [Br:1][C:2]1[CH:7]=[CH:6][C:5]([NH:8][C:22]([NH:21][C:12]2[CH:13]=[C:14]([C:17]([F:18])([F:20])[F:19])[CH:15]=[CH:16][C:11]=2[F:10])=[O:23])=[C:4]([F:9])[CH:3]=1.